Dataset: Catalyst prediction with 721,799 reactions and 888 catalyst types from USPTO. Task: Predict which catalyst facilitates the given reaction. (1) Reactant: [C:1]([O:5][C:6](=[O:16])[NH:7][C:8]1[CH:13]=[C:12]([CH2:14]O)[CH:11]=[CH:10][N:9]=1)([CH3:4])([CH3:3])[CH3:2].O=S(Cl)[Cl:19]. Product: [C:1]([O:5][C:6](=[O:16])[NH:7][C:8]1[CH:13]=[C:12]([CH2:14][Cl:19])[CH:11]=[CH:10][N:9]=1)([CH3:4])([CH3:3])[CH3:2]. The catalyst class is: 2. (2) Reactant: [C:1]([O:5][C:6](=[O:18])[NH:7][C@@H:8]1[CH2:12][CH2:11][N:10]([C:13](=O)[C@H:14]([OH:16])[CH3:15])[CH2:9]1)([CH3:4])([CH3:3])[CH3:2].B.CO. Product: [C:1]([O:5][C:6](=[O:18])[NH:7][C@@H:8]1[CH2:12][CH2:11][N:10]([CH2:13][C@H:14]([OH:16])[CH3:15])[CH2:9]1)([CH3:3])([CH3:2])[CH3:4]. The catalyst class is: 1. (3) Reactant: [NH2:1][CH2:2][C:3]1[CH:4]=[CH:5][C:6]([Cl:23])=[C:7]([C:9]2[NH:10][C:11](=[O:22])[N:12]([C:14]3[CH:19]=[CH:18][C:17]([F:20])=[C:16]([Cl:21])[CH:15]=3)[N:13]=2)[CH:8]=1.[C:24](Cl)(=[O:29])[C:25]([CH3:28])([CH3:27])[CH3:26].CCN(C(C)C)C(C)C. Product: [Cl:23][C:6]1[CH:5]=[CH:4][C:3]([CH2:2][NH:1][C:24](=[O:29])[C:25]([CH3:28])([CH3:27])[CH3:26])=[CH:8][C:7]=1[C:9]1[NH:10][C:11](=[O:22])[N:12]([C:14]2[CH:19]=[CH:18][C:17]([F:20])=[C:16]([Cl:21])[CH:15]=2)[N:13]=1. The catalyst class is: 1. (4) Reactant: Br[C:2]1[CH:7]=[CH:6][CH:5]=[CH:4][C:3]=1[CH2:8][CH2:9][C:10]([N:12]([CH:22]([CH3:24])[CH3:23])[NH:13][C:14](=[O:21])[C:15]1[CH:20]=[CH:19][CH:18]=[CH:17][CH:16]=1)=[O:11].C([O-])([O-])=O.[Na+].[Na+].[Cl:31][C:32]1[CH:33]=[CH:34][C:35]([O:41][CH3:42])=[C:36](B(O)O)[CH:37]=1. Product: [Cl:31][C:32]1[CH:37]=[CH:36][C:35]([O:41][CH3:42])=[C:34]([C:2]2[CH:7]=[CH:6][CH:5]=[CH:4][C:3]=2[CH2:8][CH2:9][C:10]([N:12]([CH:22]([CH3:24])[CH3:23])[NH:13][C:14](=[O:21])[C:15]2[CH:20]=[CH:19][CH:18]=[CH:17][CH:16]=2)=[O:11])[CH:33]=1. The catalyst class is: 57. (5) Reactant: [H-].[Al+3].[Li+].[H-].[H-].[H-].[SH:7][C:8]1[NH:9][C:10]2[CH:16]=[C:15]([C:17](OC)=[O:18])[CH:14]=[CH:13][C:11]=2[N:12]=1.O. Product: [OH:18][CH2:17][C:15]1[CH:14]=[CH:13][C:11]2[N:12]=[C:8]([SH:7])[NH:9][C:10]=2[CH:16]=1. The catalyst class is: 7. (6) Reactant: C[Si](C)(C)[C:3]1[C:7]([C:8]2[CH:9]=[CH:10][C:11]3[S:16][C:15]4[N:17]=[CH:18][CH:19]=[N:20][C:14]=4[N:13]([CH2:21][O:22][CH3:23])[C:12]=3[CH:24]=2)=[CH:6][NH:5][N:4]=1.[F-].C([N+](CCCC)(CCCC)CCCC)CCC.C(OCC)(=O)C.Cl. Product: [NH:5]1[CH:6]=[C:7]([C:8]2[CH:9]=[CH:10][C:11]3[S:16][C:15]4[N:17]=[CH:18][CH:19]=[N:20][C:14]=4[N:13]([CH2:21][O:22][CH3:23])[C:12]=3[CH:24]=2)[CH:3]=[N:4]1. The catalyst class is: 7.